From a dataset of Reaction yield outcomes from USPTO patents with 853,638 reactions. Predict the reaction yield, written as a fraction of the theoretical maximum amount of product (1.0 means a 100% yield; for example, 0.34 means a 34% yield). (1) The reactants are [C:1]([C:3]1[C:16](=[O:17])[C@@H:15]([CH3:18])[C@@H:6]2[CH2:7][CH2:8][C:9]3[CH:10]=[N:11][CH:12]=[N:13][C:14]=3[C@@:5]2([C:19]2[CH:28]=[CH:27][C:22]([C:23]([O:25]C)=[O:24])=[CH:21][CH:20]=2)[CH:4]=1)#[N:2].O.O.[OH-].[Li+].Cl. The catalyst is O1CCCC1.C(OCC)(=O)C. The product is [C:1]([C:3]1[C:16](=[O:17])[C@@H:15]([CH3:18])[C@@H:6]2[CH2:7][CH2:8][C:9]3[CH:10]=[N:11][CH:12]=[N:13][C:14]=3[C@@:5]2([C:19]2[CH:20]=[CH:21][C:22]([C:23]([OH:25])=[O:24])=[CH:27][CH:28]=2)[CH:4]=1)#[N:2]. The yield is 0.760. (2) The reactants are [NH2:1][C:2]1[CH:16]=[CH:15][C:5]([N:6]([CH2:11][CH2:12][CH2:13][CH3:14])[CH2:7][CH2:8][CH2:9][CH3:10])=[CH:4][CH:3]=1.Br[C:18]1[CH:19]=[N:20][CH:21]=[N:22][CH:23]=1. No catalyst specified. The product is [CH2:7]([N:6]([CH2:11][CH2:12][CH2:13][CH3:14])[C:5]1[CH:15]=[CH:16][C:2]([NH:1][C:18]2[CH:19]=[N:20][CH:21]=[N:22][CH:23]=2)=[CH:3][CH:4]=1)[CH2:8][CH2:9][CH3:10]. The yield is 0.450.